This data is from NCI-60 drug combinations with 297,098 pairs across 59 cell lines. The task is: Regression. Given two drug SMILES strings and cell line genomic features, predict the synergy score measuring deviation from expected non-interaction effect. (1) Drug 1: CNC(=O)C1=CC=CC=C1SC2=CC3=C(C=C2)C(=NN3)C=CC4=CC=CC=N4. Drug 2: CC1=C(N=C(N=C1N)C(CC(=O)N)NCC(C(=O)N)N)C(=O)NC(C(C2=CN=CN2)OC3C(C(C(C(O3)CO)O)O)OC4C(C(C(C(O4)CO)O)OC(=O)N)O)C(=O)NC(C)C(C(C)C(=O)NC(C(C)O)C(=O)NCCC5=NC(=CS5)C6=NC(=CS6)C(=O)NCCC[S+](C)C)O. Cell line: COLO 205. Synergy scores: CSS=-10.8, Synergy_ZIP=-1.18, Synergy_Bliss=-11.1, Synergy_Loewe=-15.9, Synergy_HSA=-14.2. (2) Drug 1: CC1=C(C=C(C=C1)C(=O)NC2=CC(=CC(=C2)C(F)(F)F)N3C=C(N=C3)C)NC4=NC=CC(=N4)C5=CN=CC=C5. Drug 2: CC1=C(N=C(N=C1N)C(CC(=O)N)NCC(C(=O)N)N)C(=O)NC(C(C2=CN=CN2)OC3C(C(C(C(O3)CO)O)O)OC4C(C(C(C(O4)CO)O)OC(=O)N)O)C(=O)NC(C)C(C(C)C(=O)NC(C(C)O)C(=O)NCCC5=NC(=CS5)C6=NC(=CS6)C(=O)NCCC[S+](C)C)O. Cell line: HS 578T. Synergy scores: CSS=26.0, Synergy_ZIP=-0.625, Synergy_Bliss=-1.37, Synergy_Loewe=-6.34, Synergy_HSA=0.926. (3) Drug 1: C1=NC(=NC(=O)N1C2C(C(C(O2)CO)O)O)N. Drug 2: CC1C(C(CC(O1)OC2CC(CC3=C2C(=C4C(=C3O)C(=O)C5=C(C4=O)C(=CC=C5)OC)O)(C(=O)CO)O)N)O.Cl. Cell line: CAKI-1. Synergy scores: CSS=32.5, Synergy_ZIP=-3.52, Synergy_Bliss=-0.635, Synergy_Loewe=-1.91, Synergy_HSA=2.81. (4) Drug 1: C1C(C(OC1N2C=C(C(=O)NC2=O)F)CO)O. Drug 2: CCCCC(=O)OCC(=O)C1(CC(C2=C(C1)C(=C3C(=C2O)C(=O)C4=C(C3=O)C=CC=C4OC)O)OC5CC(C(C(O5)C)O)NC(=O)C(F)(F)F)O. Cell line: LOX IMVI. Synergy scores: CSS=52.2, Synergy_ZIP=0.584, Synergy_Bliss=-0.897, Synergy_Loewe=-3.06, Synergy_HSA=-0.362. (5) Drug 1: CC12CCC3C(C1CCC2=O)CC(=C)C4=CC(=O)C=CC34C. Drug 2: COCCOC1=C(C=C2C(=C1)C(=NC=N2)NC3=CC=CC(=C3)C#C)OCCOC.Cl. Cell line: OVCAR-8. Synergy scores: CSS=56.5, Synergy_ZIP=-0.0944, Synergy_Bliss=0.197, Synergy_Loewe=1.12, Synergy_HSA=1.45. (6) Drug 2: C(=O)(N)NO. Drug 1: CN1C(=O)N2C=NC(=C2N=N1)C(=O)N. Cell line: HOP-62. Synergy scores: CSS=-3.97, Synergy_ZIP=5.08, Synergy_Bliss=-1.82, Synergy_Loewe=-6.32, Synergy_HSA=-9.89. (7) Drug 1: CC1=C(C=C(C=C1)NC2=NC=CC(=N2)N(C)C3=CC4=NN(C(=C4C=C3)C)C)S(=O)(=O)N.Cl. Drug 2: CC1=C(C(=O)C2=C(C1=O)N3CC4C(C3(C2COC(=O)N)OC)N4)N. Cell line: HOP-92. Synergy scores: CSS=-2.15, Synergy_ZIP=-2.33, Synergy_Bliss=-2.84, Synergy_Loewe=-11.4, Synergy_HSA=-5.20. (8) Drug 1: CCCCCOC(=O)NC1=NC(=O)N(C=C1F)C2C(C(C(O2)C)O)O. Drug 2: CC1C(C(CC(O1)OC2CC(CC3=C2C(=C4C(=C3O)C(=O)C5=CC=CC=C5C4=O)O)(C(=O)C)O)N)O. Cell line: M14. Synergy scores: CSS=33.6, Synergy_ZIP=-1.33, Synergy_Bliss=-4.42, Synergy_Loewe=-59.2, Synergy_HSA=-5.14. (9) Drug 1: CC=C1C(=O)NC(C(=O)OC2CC(=O)NC(C(=O)NC(CSSCCC=C2)C(=O)N1)C(C)C)C(C)C. Drug 2: C(CC(=O)O)C(=O)CN.Cl. Cell line: U251. Synergy scores: CSS=33.3, Synergy_ZIP=-0.630, Synergy_Bliss=0.817, Synergy_Loewe=-19.7, Synergy_HSA=1.58. (10) Drug 1: CCC1=CC2CC(C3=C(CN(C2)C1)C4=CC=CC=C4N3)(C5=C(C=C6C(=C5)C78CCN9C7C(C=CC9)(C(C(C8N6C)(C(=O)OC)O)OC(=O)C)CC)OC)C(=O)OC.C(C(C(=O)O)O)(C(=O)O)O. Drug 2: C1C(C(OC1N2C=C(C(=O)NC2=O)F)CO)O. Cell line: NCI-H226. Synergy scores: CSS=27.5, Synergy_ZIP=0.817, Synergy_Bliss=1.39, Synergy_Loewe=-11.9, Synergy_HSA=1.77.